Dataset: Catalyst prediction with 721,799 reactions and 888 catalyst types from USPTO. Task: Predict which catalyst facilitates the given reaction. (1) Reactant: C([O:14][C:15]([C:17]1([O:20]/[N:21]=[C:22](/[C:50]2[N:51]=[C:52]([NH:55]C(OC(C)(C)C)=O)[S:53][CH:54]=2)\[C:23]([NH:25][C@@H:26]2[C:29](=[O:30])[N:28]([S:31]([OH:34])(=[O:33])=[O:32])[C@@H:27]2[CH2:35][N:36]2[CH:40]=[C:39]([CH2:41][NH:42]C(OC(C)(C)C)=O)[N:38]=[N:37]2)=[O:24])[CH2:19][CH2:18]1)=[O:16])(C1C=CC=CC=1)C1C=CC=CC=1.C(O)(C(F)(F)F)=O. Product: [NH2:42][CH2:41][C:39]1[N:38]=[N:37][N:36]([CH2:35][C@@H:27]2[C@H:26]([NH:25][C:23](=[O:24])/[C:22](=[N:21]\[O:20][C:17]3([C:15]([OH:16])=[O:14])[CH2:19][CH2:18]3)/[C:50]3[N:51]=[C:52]([NH2:55])[S:53][CH:54]=3)[C:29](=[O:30])[N:28]2[S:31]([OH:34])(=[O:33])=[O:32])[CH:40]=1. The catalyst class is: 2. (2) Reactant: [C:4]([O:6]CCN([CH2:3][C:4]([O:6]C(C)(C)C)=[O:5])[CH2:3][C:4](=[O:5])[O:6]C(C)(C)C)(=[O:5])/[CH:3]=[CH:3]/[C:4]([O:6]C)=[O:5].[ClH:29]. Product: [ClH:29].[C:4]([OH:6])(=[O:5])[CH3:3].[C:4]([OH:6])(=[O:5])[CH3:3]. The catalyst class is: 12. (3) Reactant: [Br:1][C:2]1[CH:3]=[N:4][CH:5]=[C:6]([CH:10]=1)[C:7]([OH:9])=O.[CH:11]1([NH2:17])[CH2:16][CH2:15][CH2:14][CH2:13][CH2:12]1.CCN(C(C)C)C(C)C.CN(C(ON1N=NC2C=CC=NC1=2)=[N+](C)C)C.F[P-](F)(F)(F)(F)F. Product: [Br:1][C:2]1[CH:3]=[N:4][CH:5]=[C:6]([CH:10]=1)[C:7]([NH:17][CH:11]1[CH2:16][CH2:15][CH2:14][CH2:13][CH2:12]1)=[O:9]. The catalyst class is: 31. (4) Reactant: [Cl:1][C:2]1[C:3]([C:18]#[N:19])=[C:4]2[N:9]([C:10]=1[C:11]1[CH:12]=[N:13][CH:14]=[CH:15][CH:16]=1)[CH2:8][CH2:7][CH2:6][C:5]2=[O:17].[BH4-].[Na+]. Product: [Cl:1][C:2]1[C:3]([C:18]#[N:19])=[C:4]2[N:9]([C:10]=1[C:11]1[CH:12]=[N:13][CH:14]=[CH:15][CH:16]=1)[CH2:8][CH2:7][CH2:6][CH:5]2[OH:17]. The catalyst class is: 5. (5) Reactant: [ClH:1].Cl.[N:3]1[CH:8]=[CH:7][CH:6]=[C:5]([C:9]2[CH2:16][CH:15]3[CH2:17][CH:11]([CH2:12][NH:13][CH2:14]3)[CH:10]=2)[CH:4]=1.[H][H]. Product: [ClH:1].[ClH:1].[N:3]1[CH:8]=[CH:7][CH:6]=[C:5]([CH:9]2[CH2:16][CH:15]3[CH2:17][CH:11]([CH2:12][NH:13][CH2:14]3)[CH2:10]2)[CH:4]=1. The catalyst class is: 19. (6) Reactant: C(Cl)(=O)C(Cl)=O.CS(C)=O.[Cl:11][CH2:12][CH2:13][O:14][C:15]1[C:20]([O:21][CH3:22])=[CH:19][C:18]([CH2:23][OH:24])=[C:17]([CH2:25][OH:26])[CH:16]=1.C(N(CC)CC)C. Product: [Cl:11][CH2:12][CH2:13][O:14][C:15]1[CH:16]=[C:17]([CH:25]=[O:26])[C:18](=[CH:19][C:20]=1[O:21][CH3:22])[CH:23]=[O:24]. The catalyst class is: 61.